This data is from Reaction yield outcomes from USPTO patents with 853,638 reactions. The task is: Predict the reaction yield, written as a fraction of the theoretical maximum amount of product (1.0 means a 100% yield; for example, 0.34 means a 34% yield). (1) The reactants are [CH2:1]([N:3]1[CH2:8][CH2:7][N:6]([C:9]2[CH:10]=[N:11][C:12]([N+:15]([O-])=O)=[CH:13][CH:14]=2)[CH2:5][CH2:4]1)[CH3:2]. The catalyst is [Pd].CCO. The product is [CH2:1]([N:3]1[CH2:4][CH2:5][N:6]([C:9]2[CH:14]=[CH:13][C:12]([NH2:15])=[N:11][CH:10]=2)[CH2:7][CH2:8]1)[CH3:2]. The yield is 0.820. (2) The reactants are Br[C:2]1[C:10]2[N:9]=[CH:8][N:7]([CH2:11][O:12][CH2:13][CH2:14][Si:15]([CH3:18])([CH3:17])[CH3:16])[C:6]=2[CH:5]=[CH:4][CH:3]=1.[CH2:19]1[C:28]2[C:23](=[CH:24][CH:25]=[CH:26][CH:27]=2)[CH2:22][CH2:21][N:20]1[CH2:29][CH:30]([OH:48])[CH2:31][O:32][C:33]1[CH:38]=[CH:37][CH:36]=[C:35](B2OC(C)(C)C(C)(C)O2)[CH:34]=1.C([O-])([O-])=O.[Na+].[Na+]. The catalyst is O1CCOCC1.O.C1C=CC(P(C2C=CC=CC=2)[C-]2C=CC=C2)=CC=1.C1C=CC(P(C2C=CC=CC=2)[C-]2C=CC=C2)=CC=1.Cl[Pd]Cl.[Fe+2]. The product is [CH2:19]1[C:28]2[C:23](=[CH:24][CH:25]=[CH:26][CH:27]=2)[CH2:22][CH2:21][N:20]1[CH2:29][CH:30]([OH:48])[CH2:31][O:32][C:33]1[CH:38]=[CH:37][CH:36]=[C:35]([C:2]2[C:10]3[N:9]=[CH:8][N:7]([CH2:11][O:12][CH2:13][CH2:14][Si:15]([CH3:18])([CH3:17])[CH3:16])[C:6]=3[CH:5]=[CH:4][CH:3]=2)[CH:34]=1. The yield is 0.820. (3) The reactants are [CH3:1][O:2][C:3](=[O:25])[C:4]1[CH:9]=[CH:8][C:7]([CH:10]=[C:11]([C:23]#[N:24])[C:12]2[CH:17]=[CH:16][C:15]([O:18][C:19]([F:22])([F:21])[F:20])=[CH:14][CH:13]=2)=[CH:6][CH:5]=1.[BH4-]. The catalyst is C1COCC1. The product is [CH3:1][O:2][C:3](=[O:25])[C:4]1[CH:9]=[CH:8][C:7]([CH2:10][CH:11]([C:23]#[N:24])[C:12]2[CH:17]=[CH:16][C:15]([O:18][C:19]([F:20])([F:22])[F:21])=[CH:14][CH:13]=2)=[CH:6][CH:5]=1. The yield is 0.970. (4) The reactants are [CH:1]1([N:6]2[C:14]3[CH:13]=[C:12]([CH2:15]O)[CH:11]=[C:10]([C:17]([NH:19][CH2:20][C:21]4[C:22](=[O:29])[NH:23][C:24]([CH3:28])=[CH:25][C:26]=4[CH3:27])=[O:18])[C:9]=3[CH:8]=[N:7]2)[CH2:5][CH2:4][CH2:3][CH2:2]1.C1(P(C2C=CC=CC=2)C2C=CC=CC=2)C=CC=CC=1.C(Br)(Br)(Br)[Br:50]. The catalyst is C(Cl)Cl. The product is [Br:50][CH2:15][C:12]1[CH:11]=[C:10]([C:17]([NH:19][CH2:20][C:21]2[C:22](=[O:29])[NH:23][C:24]([CH3:28])=[CH:25][C:26]=2[CH3:27])=[O:18])[C:9]2[CH:8]=[N:7][N:6]([CH:1]3[CH2:5][CH2:4][CH2:3][CH2:2]3)[C:14]=2[CH:13]=1. The yield is 0.518. (5) The reactants are [O:1]([CH2:8][CH2:9][CH2:10][CH2:11][S:12](Cl)(=[O:14])=[O:13])[C:2]1[CH:7]=[CH:6][CH:5]=[CH:4][CH:3]=1.[NH4+].[F-:17]. The catalyst is CC(C)=O. The product is [O:1]([CH2:8][CH2:9][CH2:10][CH2:11][S:12]([F:17])(=[O:14])=[O:13])[C:2]1[CH:7]=[CH:6][CH:5]=[CH:4][CH:3]=1. The yield is 0.910. (6) The reactants are [CH2:1]([CH:4]([CH2:16][CH2:17][CH3:18])[C:5]([NH:7][C@@H:8]([CH2:13][CH:14]=[CH2:15])[C:9]([O:11][CH3:12])=[O:10])=[O:6])[CH2:2][CH3:3].I[CH3:20].[H-].[Na+]. The catalyst is C1COCC1. The product is [CH3:20][N:7]([C@@H:8]([CH2:13][CH:14]=[CH2:15])[C:9]([O:11][CH3:12])=[O:10])[C:5](=[O:6])[CH:4]([CH2:1][CH2:2][CH3:3])[CH2:16][CH2:17][CH3:18]. The yield is 0.260. (7) The reactants are COC1C=CC([CH2:7][N:8](C)[C:9]2[N:10]=[CH:11][CH:12]3[CH:17]([CH:18]=2)[N:16]([CH2:19][CH3:20])[C:15](=[O:21])[C:14]([C:22]2[C:23]([F:41])=[CH:24][C:25]([F:40])=[C:26]([NH:28][C:29]([NH:31][C:32]4[CH:37]=[C:36]([F:38])[CH:35]=[CH:34][C:33]=4[F:39])=[O:30])[CH:27]=2)=[CH:13]3)=CC=1.C1(OC)C=CC=CC=1.C(O)(C(F)(F)F)=O. The catalyst is C(Cl)Cl. The product is [F:39][C:33]1[CH:34]=[CH:35][C:36]([F:38])=[CH:37][C:32]=1[NH:31][C:29]([NH:28][C:26]1[CH:27]=[C:22]([C:14]2[C:15](=[O:21])[N:16]([CH2:19][CH3:20])[CH:17]3[CH:12]([CH:13]=2)[CH:11]=[N:10][C:9]([NH:8][CH3:7])=[CH:18]3)[C:23]([F:41])=[CH:24][C:25]=1[F:40])=[O:30]. The yield is 0.810. (8) The reactants are [Cl:1][C:2]1[CH:9]=[CH:8][C:5]([CH2:6]Br)=[CH:4][CH:3]=1.[C:10]([O:14][C:15]([N:17]1[CH2:21][CH2:20][C:19](=[O:22])[CH2:18]1)=[O:16])([CH3:13])([CH3:12])[CH3:11]. The catalyst is CCOCC.C1COCC1.[NH4+].[Cl-]. The product is [C:10]([O:14][C:15]([N:17]1[CH2:21][CH2:20][C:19]([CH2:6][C:5]2[CH:8]=[CH:9][C:2]([Cl:1])=[CH:3][CH:4]=2)([OH:22])[CH2:18]1)=[O:16])([CH3:13])([CH3:11])[CH3:12]. The yield is 0.300. (9) The reactants are [Cl:1][C:2]1[CH:3]=[C:4]([CH2:8][O:9][C:10]2[CH:19]=[C:18]3[C:13]([CH:14]=[C:15]([C:20]([O:22][CH2:23]C)=[O:21])[CH:16]=[N:17]3)=[CH:12][CH:11]=2)[CH:5]=[CH:6][CH:7]=1.C([O-])([O-])=O.[K+].[K+]. The catalyst is CO.C1COCC1. The product is [Cl:1][C:2]1[CH:3]=[C:4]([CH:5]=[CH:6][CH:7]=1)[CH2:8][O:9][C:10]1[CH:19]=[C:18]2[C:13]([CH:14]=[C:15]([C:20]([O:22][CH3:23])=[O:21])[CH:16]=[N:17]2)=[CH:12][CH:11]=1. The yield is 0.630. (10) The reactants are [NH2:1][C:2]1[C:7]([CH:8]=[O:9])=[C:6](Cl)[N:5]=[CH:4][N:3]=1.[C:11]([O:15][C:16]([NH:18][CH:19]1[CH2:23][CH2:22][NH:21][CH2:20]1)=[O:17])([CH3:14])([CH3:13])[CH3:12].CCN(C(C)C)C(C)C. The catalyst is CC#N. The product is [C:11]([O:15][C:16](=[O:17])[NH:18][CH:19]1[CH2:23][CH2:22][N:21]([C:6]2[C:7]([CH:8]=[O:9])=[C:2]([NH2:1])[N:3]=[CH:4][N:5]=2)[CH2:20]1)([CH3:14])([CH3:12])[CH3:13]. The yield is 0.622.